This data is from Forward reaction prediction with 1.9M reactions from USPTO patents (1976-2016). The task is: Predict the product of the given reaction. (1) The product is: [N:14]1([C:12]2[C:11]([C:20]([F:22])([F:23])[F:21])=[CH:10][C:9]3[NH:24][C:25](=[O:41])[CH2:26][C:27]([C:28]4[CH:33]=[CH:32][CH:31]=[C:30]([C:34]5[CH:35]=[N:36][CH:37]=[CH:38][CH:39]=5)[CH:29]=4)=[N:7][C:8]=3[CH:13]=2)[CH2:15][CH2:16][O:17][CH2:18][CH2:19]1. Given the reactants C(OC(=O)[NH:7][C:8]1[CH:13]=[C:12]([N:14]2[CH2:19][CH2:18][O:17][CH2:16][CH2:15]2)[C:11]([C:20]([F:23])([F:22])[F:21])=[CH:10][C:9]=1[NH:24][C:25](=[O:41])[CH2:26][C:27](=O)[C:28]1[CH:33]=[CH:32][CH:31]=[C:30]([C:34]2[CH:35]=[N:36][CH:37]=[CH:38][CH:39]=2)[CH:29]=1)(C)(C)C.C(O)(C(F)(F)F)=O, predict the reaction product. (2) Given the reactants [F:1][C:2]1[CH:7]=[C:6]([I:8])[CH:5]=[CH:4][C:3]=1[NH:9][C:10]1[N:15]([CH3:16])[C:14](=[O:17])[N:13]([CH3:18])[C:12](=[O:19])[C:11]=1[C:20]([O:22]C1C=CC=CC=1)=O.[CH2:29]([NH2:32])[CH2:30][NH2:31], predict the reaction product. The product is: [NH2:31][CH2:30][CH2:29][NH:32][C:20]([C:11]1[C:12](=[O:19])[N:13]([CH3:18])[C:14](=[O:17])[N:15]([CH3:16])[C:10]=1[NH:9][C:3]1[CH:4]=[CH:5][C:6]([I:8])=[CH:7][C:2]=1[F:1])=[O:22]. (3) The product is: [C:1]([O:5][C:6]([NH:7][C@H:8]([C@@H:22]1[O:26][C:25](=[O:27])[N:24]([C:28]2([C:31]3[CH:36]=[CH:35][CH:34]=[C:33]([C:37]([CH3:40])([CH3:39])[CH3:38])[CH:32]=3)[CH2:30][CH2:29]2)[CH2:23]1)[CH2:9][C:10]1[CH:15]=[CH:14][C:13]([NH:16][C:69]2[CH:65]=[CH:64][CH:63]=[C:62]([CH3:61])[N:67]=2)=[C:12]([CH2:17][CH2:18][CH2:19][CH2:20][CH3:21])[CH:11]=1)=[O:41])([CH3:2])([CH3:3])[CH3:4]. Given the reactants [C:1]([O:5][C:6](=[O:41])[NH:7][C@H:8]([C@@H:22]1[O:26][C:25](=[O:27])[N:24]([C:28]2([C:31]3[CH:36]=[CH:35][CH:34]=[C:33]([C:37]([CH3:40])([CH3:39])[CH3:38])[CH:32]=3)[CH2:30][CH2:29]2)[CH2:23]1)[CH2:9][C:10]1[CH:15]=[CH:14][C:13]([NH2:16])=[C:12]([CH2:17][CH2:18][CH2:19][CH2:20][CH3:21])[CH:11]=1)([CH3:4])([CH3:3])[CH3:2].CC(C)([O-])C.[Na+].C1(P(C2CCCCC2)C2C=CC=CC=2[C:61]2C=[CH:65][CH:64]=[CH:63][C:62]=2[N:67]([CH3:69])C)CCCCC1.ClC1C=CC=C(C)N=1, predict the reaction product. (4) Given the reactants [Br:1][C:2]1[CH:7]=[C:6]([Cl:8])[CH:5]=[CH:4][C:3]=1[C:9](=[O:35])[CH2:10][C:11]([C:13]1[C:14](O)=[C:15]([CH:23]2[CH2:27][CH2:26][N:25]([CH3:28])[CH:24]2[CH2:29][O:30]C(=O)C)[C:16]([O:21][CH3:22])=[CH:17][C:18]=1[O:19][CH3:20])=[O:12].C([O-])(O)=O.[Na+], predict the reaction product. The product is: [Br:1][C:2]1[CH:7]=[C:6]([Cl:8])[CH:5]=[CH:4][C:3]=1[C:9]1[O:35][C:14]2[C:13]([C:11](=[O:12])[CH:10]=1)=[C:18]([O:19][CH3:20])[CH:17]=[C:16]([O:21][CH3:22])[C:15]=2[C@@H:23]1[CH2:27][CH2:26][N:25]([CH3:28])[C@H:24]1[CH2:29][OH:30]. (5) Given the reactants CN1C=C([N:7]2[CH:12]=[CH:11][C:10](=[O:13])[C:9]([C:14]([O:16]C(C)(C)C)=[O:15])=[N:8]2)C=N1.C(O)(C(F)(F)F)=O, predict the reaction product. The product is: [O:13]=[C:10]1[CH:11]=[CH:12][NH:7][N:8]=[C:9]1[C:14]([OH:16])=[O:15]. (6) The product is: [NH2:1][C:2]1[N:7]=[CH:6][C:5]([C:8]([N:10]=[S:11]([CH2:21][CH2:22][CH2:23][CH2:24][C:25]([O:27][CH3:28])=[O:26])([CH2:13][CH2:14][CH2:15][CH2:16][C:17]([O:19][CH3:20])=[O:18])=[O:12])=[O:9])=[CH:4][C:3]=1[C:29]#[C:30][C:31]1[CH:36]=[CH:35][CH:34]=[C:33]([NH:37][C:44](=[O:45])[C:40]2[CH:41]=[CH:42][CH:43]=[C:38]([CH3:47])[CH:39]=2)[CH:32]=1. Given the reactants [NH2:1][C:2]1[N:7]=[CH:6][C:5]([C:8]([N:10]=[S:11]([CH2:21][CH2:22][CH2:23][CH2:24][C:25]([O:27][CH3:28])=[O:26])([CH2:13][CH2:14][CH2:15][CH2:16][C:17]([O:19][CH3:20])=[O:18])=[O:12])=[O:9])=[CH:4][C:3]=1[C:29]#[C:30][C:31]1[CH:36]=[CH:35][CH:34]=[C:33]([NH2:37])[CH:32]=1.[C:38]1([CH3:47])[CH:43]=[CH:42][CH:41]=[C:40]([C:44](O)=[O:45])[CH:39]=1.CCN(C(C)C)C(C)C.F[P-](F)(F)(F)(F)F.N1(O[P+](N(C)C)(N(C)C)N(C)C)C2C=CC=CC=2N=N1, predict the reaction product.